This data is from Retrosynthesis with 50K atom-mapped reactions and 10 reaction types from USPTO. The task is: Predict the reactants needed to synthesize the given product. (1) Given the product COc1ccc(CN2C(=O)C3CC(c4ccc(N)cc4)(C3)C2=O)cc1, predict the reactants needed to synthesize it. The reactants are: COc1ccc(CN2C(=O)C3CC(c4ccc([N+](=O)[O-])cc4)(C3)C2=O)cc1. (2) Given the product Cc1ccc2nc(N3CCS(=O)c4ccccc4C3)cc(NCCO)c2c1, predict the reactants needed to synthesize it. The reactants are: Cc1ccc2nc(N3CCS(=O)c4ccccc4C3)cc(Cl)c2c1.NCCO. (3) Given the product COc1cccc(N=Cc2ccc(-c3cncnc3)cc2)c1, predict the reactants needed to synthesize it. The reactants are: COc1cccc(N)c1.O=Cc1ccc(-c2cncnc2)cc1. (4) Given the product CC(C)(C)OC(=O)N1CCC(CCN2C(=O)c3ccccc3C2=O)CC1, predict the reactants needed to synthesize it. The reactants are: CC(C)(C)OC(=O)N1CCC(CCOS(C)(=O)=O)CC1.O=C1NC(=O)c2ccccc21. (5) Given the product COc1cc(-c2ncn(/C=C\C(=O)NN)n2)cc(C(F)(F)F)c1, predict the reactants needed to synthesize it. The reactants are: COc1cc(-c2ncn(/C=C\C(=O)OC(=O)/C=C\n3cnc(-c4cc(OC)cc(C(F)(F)F)c4)n3)n2)cc(C(F)(F)F)c1.NN.